From a dataset of Reaction yield outcomes from USPTO patents with 853,638 reactions. Predict the reaction yield, written as a fraction of the theoretical maximum amount of product (1.0 means a 100% yield; for example, 0.34 means a 34% yield). The reactants are [C:1]([OH:8])(=[O:7])[CH2:2][CH2:3][CH2:4][CH:5]=[CH2:6].[CH:9](Cl)(O)[CH:10]([Cl:12])[Cl:11].C1CCC(N=C=NC2CCCCC2)CC1.C(Cl)[Cl:31]. The catalyst is CN(C1C=CN=CC=1)C. The product is [C:1]([O:8][CH2:9][C:10]([Cl:12])([Cl:31])[Cl:11])(=[O:7])[CH2:2][CH2:3][CH2:4][CH:5]=[CH2:6]. The yield is 0.610.